Dataset: Catalyst prediction with 721,799 reactions and 888 catalyst types from USPTO. Task: Predict which catalyst facilitates the given reaction. (1) Reactant: [C:1]([C:3]1[C:4]([N:17]2[CH2:20][CH:19]([C:21]([OH:23])=O)[CH2:18]2)=[N:5][C:6]([CH:14]([F:16])[F:15])=[C:7]([C:9]([O:11][CH2:12][CH3:13])=[O:10])[CH:8]=1)#[N:2].[Si:24]([O:31][CH2:32][C:33]1[CH:38]=[CH:37][C:36]([CH2:39][S:40]([NH2:43])(=[O:42])=[O:41])=[CH:35][CH:34]=1)([C:27]([CH3:30])([CH3:29])[CH3:28])([CH3:26])[CH3:25].C1CN([P+](Br)(N2CCCC2)N2CCCC2)CC1.F[P-](F)(F)(F)(F)F.CCN(C(C)C)C(C)C. Product: [Si:24]([O:31][CH2:32][C:33]1[CH:34]=[CH:35][C:36]([CH2:39][S:40]([NH:43][C:21]([CH:19]2[CH2:18][N:17]([C:4]3[C:3]([C:1]#[N:2])=[CH:8][C:7]([C:9]([O:11][CH2:12][CH3:13])=[O:10])=[C:6]([CH:14]([F:15])[F:16])[N:5]=3)[CH2:20]2)=[O:23])(=[O:42])=[O:41])=[CH:37][CH:38]=1)([C:27]([CH3:30])([CH3:29])[CH3:28])([CH3:26])[CH3:25]. The catalyst class is: 232. (2) Reactant: [Li+].[OH-].C[O:4][C:5]([C:7]1[C:8]([CH2:22][O:23][CH3:24])=[N:9][C:10]2[C:15]([C:16]=1[CH3:17])=[CH:14][CH:13]=[C:12]([C:18]([F:21])([F:20])[F:19])[CH:11]=2)=[O:6]. Product: [CH3:24][O:23][CH2:22][C:8]1[C:7]([C:5]([OH:6])=[O:4])=[C:16]([CH3:17])[C:15]2[C:10](=[CH:11][C:12]([C:18]([F:21])([F:20])[F:19])=[CH:13][CH:14]=2)[N:9]=1. The catalyst class is: 1.